From a dataset of Forward reaction prediction with 1.9M reactions from USPTO patents (1976-2016). Predict the product of the given reaction. (1) Given the reactants [CH3:1][O:2][C:3]1[CH:4]=[C:5]2[C:10](=[CH:11][C:12]=1[O:13][CH3:14])[N:9]=[CH:8][CH:7]=[CH:6]2.P(Cl)(Cl)([Cl:17])=O, predict the reaction product. The product is: [Cl:17][C:6]1[C:5]2[C:10](=[CH:11][C:12]([O:13][CH3:14])=[C:3]([O:2][CH3:1])[CH:4]=2)[N:9]=[CH:8][CH:7]=1. (2) Given the reactants C([O:5][C:6]([CH:8]1[CH:12]([C:13]2[CH:18]=[CH:17][CH:16]=[C:15]([Cl:19])[C:14]=2[F:20])[C:11]([C:23]2[CH:28]=[CH:27][C:26]([Cl:29])=[CH:25][C:24]=2[F:30])([C:21]#[N:22])[CH:10]([CH2:31][C:32]([CH3:37])([CH3:36])[CH:33]([CH3:35])[CH3:34])[NH:9]1)=[O:7])(C)(C)C.[F:38][C:39]([F:44])([F:43])[C:40]([OH:42])=[O:41], predict the reaction product. The product is: [F:38][C:39]([F:44])([F:43])[C:40]([OH:42])=[O:41].[Cl:19][C:15]1[C:14]([F:20])=[C:13]([CH:12]2[C:11]([C:23]3[CH:28]=[CH:27][C:26]([Cl:29])=[CH:25][C:24]=3[F:30])([C:21]#[N:22])[CH:10]([CH2:31][C:32]([CH3:36])([CH3:37])[CH:33]([CH3:34])[CH3:35])[NH:9][CH:8]2[C:6]([OH:7])=[O:5])[CH:18]=[CH:17][CH:16]=1. (3) The product is: [CH2:25]([O:29][C:30]1[CH:31]=[CH:32][C:33]([CH2:34][C:35]2([NH:38][CH2:21][CH:20]([C:12]3[C:13]4[O:18][CH2:17][C:16](=[O:19])[NH:15][C:14]=4[C:9]([OH:8])=[CH:10][CH:11]=3)[OH:24])[CH2:37][CH2:36]2)=[CH:39][CH:40]=1)[CH2:26][CH2:27][CH3:28]. Given the reactants C([O:8][C:9]1[C:14]2[NH:15][C:16](=[O:19])[CH2:17][O:18][C:13]=2[C:12]([C:20](=[O:24])[CH:21](O)O)=[CH:11][CH:10]=1)C1C=CC=CC=1.[CH2:25]([O:29][C:30]1[CH:40]=[CH:39][C:33]([CH2:34][C:35]2([NH2:38])[CH2:37][CH2:36]2)=[CH:32][CH:31]=1)[CH2:26][CH2:27][CH3:28].FC(F)(F)C([O-])=O, predict the reaction product.